This data is from NCI-60 drug combinations with 297,098 pairs across 59 cell lines. The task is: Regression. Given two drug SMILES strings and cell line genomic features, predict the synergy score measuring deviation from expected non-interaction effect. (1) Synergy scores: CSS=1.23, Synergy_ZIP=-7.48, Synergy_Bliss=-4.23, Synergy_Loewe=-10.8, Synergy_HSA=-6.34. Drug 2: CNC(=O)C1=NC=CC(=C1)OC2=CC=C(C=C2)NC(=O)NC3=CC(=C(C=C3)Cl)C(F)(F)F. Cell line: OVCAR-4. Drug 1: C1CC(=O)NC(=O)C1N2CC3=C(C2=O)C=CC=C3N. (2) Drug 1: CCC1=CC2CC(C3=C(CN(C2)C1)C4=CC=CC=C4N3)(C5=C(C=C6C(=C5)C78CCN9C7C(C=CC9)(C(C(C8N6C)(C(=O)OC)O)OC(=O)C)CC)OC)C(=O)OC.C(C(C(=O)O)O)(C(=O)O)O. Drug 2: CC1OCC2C(O1)C(C(C(O2)OC3C4COC(=O)C4C(C5=CC6=C(C=C35)OCO6)C7=CC(=C(C(=C7)OC)O)OC)O)O. Cell line: UO-31. Synergy scores: CSS=15.0, Synergy_ZIP=-6.23, Synergy_Bliss=-5.12, Synergy_Loewe=-1.24, Synergy_HSA=-0.896. (3) Drug 1: C1CN1P(=S)(N2CC2)N3CC3. Drug 2: C1CCC(C(C1)N)N.C(=O)(C(=O)[O-])[O-].[Pt+4]. Cell line: MCF7. Synergy scores: CSS=33.3, Synergy_ZIP=-11.3, Synergy_Bliss=-5.95, Synergy_Loewe=-0.946, Synergy_HSA=0.0245. (4) Drug 1: CC1OCC2C(O1)C(C(C(O2)OC3C4COC(=O)C4C(C5=CC6=C(C=C35)OCO6)C7=CC(=C(C(=C7)OC)O)OC)O)O. Drug 2: CN1C(=O)N2C=NC(=C2N=N1)C(=O)N. Cell line: OVCAR3. Synergy scores: CSS=13.9, Synergy_ZIP=-2.87, Synergy_Bliss=-0.855, Synergy_Loewe=-12.9, Synergy_HSA=-4.52. (5) Drug 1: CNC(=O)C1=CC=CC=C1SC2=CC3=C(C=C2)C(=NN3)C=CC4=CC=CC=N4. Drug 2: C1=CN(C(=O)N=C1N)C2C(C(C(O2)CO)O)O.Cl. Cell line: SF-539. Synergy scores: CSS=33.4, Synergy_ZIP=-9.13, Synergy_Bliss=-2.48, Synergy_Loewe=-5.82, Synergy_HSA=1.88. (6) Drug 1: C1CN1P(=S)(N2CC2)N3CC3. Drug 2: CC1=C2C(C(=O)C3(C(CC4C(C3C(C(C2(C)C)(CC1OC(=O)C(C(C5=CC=CC=C5)NC(=O)C6=CC=CC=C6)O)O)OC(=O)C7=CC=CC=C7)(CO4)OC(=O)C)O)C)OC(=O)C. Cell line: MDA-MB-231. Synergy scores: CSS=34.9, Synergy_ZIP=-4.33, Synergy_Bliss=2.21, Synergy_Loewe=5.25, Synergy_HSA=6.87. (7) Drug 1: C1=NC(=NC(=O)N1C2C(C(C(O2)CO)O)O)N. Drug 2: C1C(C(OC1N2C=NC(=NC2=O)N)CO)O. Cell line: COLO 205. Synergy scores: CSS=36.1, Synergy_ZIP=2.50, Synergy_Bliss=2.01, Synergy_Loewe=0.780, Synergy_HSA=5.61.